From a dataset of CYP2C19 inhibition data for predicting drug metabolism from PubChem BioAssay. Regression/Classification. Given a drug SMILES string, predict its absorption, distribution, metabolism, or excretion properties. Task type varies by dataset: regression for continuous measurements (e.g., permeability, clearance, half-life) or binary classification for categorical outcomes (e.g., BBB penetration, CYP inhibition). Dataset: cyp2c19_veith. The compound is Cc1ccc(NC(=O)NNc2cccc(Cl)n2)cc1. The result is 1 (inhibitor).